Task: Predict the product of the given reaction.. Dataset: Forward reaction prediction with 1.9M reactions from USPTO patents (1976-2016) (1) Given the reactants [C:1]([N:8]1[CH2:13][CH2:12][CH:11](OS(C)(=O)=O)[CH2:10][CH2:9]1)([O:3][C:4]([CH3:7])([CH3:6])[CH3:5])=[O:2].[Br:19][C:20]1[CH:25]=[CH:24][C:23]([SH:26])=[CH:22][CH:21]=1.C(=O)([O-])[O-].[K+].[K+], predict the reaction product. The product is: [C:1]([N:8]1[CH2:9][CH2:10][CH:11]([S:26][C:23]2[CH:24]=[CH:25][C:20]([Br:19])=[CH:21][CH:22]=2)[CH2:12][CH2:13]1)([O:3][C:4]([CH3:5])([CH3:6])[CH3:7])=[O:2]. (2) Given the reactants [CH3:1][O:2][C:3]([C:5]1[N:6]([C:19]2[CH:24]=[CH:23][C:22]([O:25][CH:26]([CH3:28])[CH3:27])=[CH:21][CH:20]=2)[C:7]2[C:12]([C:13]=1[C:14]([O:16][CH3:17])=[O:15])=[CH:11][C:10]([OH:18])=[CH:9][CH:8]=2)=[O:4].[F:29][C:30]([F:41])([F:40])[C:31]1[CH:36]=[CH:35][C:34](B(O)O)=[CH:33][CH:32]=1, predict the reaction product. The product is: [CH3:1][O:2][C:3]([C:5]1[N:6]([C:19]2[CH:20]=[CH:21][C:22]([O:25][CH:26]([CH3:28])[CH3:27])=[CH:23][CH:24]=2)[C:7]2[C:12]([C:13]=1[C:14]([O:16][CH3:17])=[O:15])=[CH:11][C:10]([O:18][C:34]1[CH:35]=[CH:36][C:31]([C:30]([F:41])([F:40])[F:29])=[CH:32][CH:33]=1)=[CH:9][CH:8]=2)=[O:4]. (3) Given the reactants [CH2:1]([O:3][C:4]([N:6]1[CH2:11][CH2:10][CH:9]([NH:12][C:13]2[C:18]([NH2:19])=[CH:17][CH:16]=[C:15]([N:20]([CH3:22])[CH3:21])[N:14]=2)[CH2:8][CH2:7]1)=[O:5])[CH3:2].C1N=CN([C:28](N2C=NC=C2)=[O:29])C=1, predict the reaction product. The product is: [CH2:1]([O:3][C:4]([N:6]1[CH2:11][CH2:10][CH:9]([N:12]2[C:13]3=[N:14][C:15]([N:20]([CH3:21])[CH3:22])=[CH:16][CH:17]=[C:18]3[NH:19][C:28]2=[O:29])[CH2:8][CH2:7]1)=[O:5])[CH3:2]. (4) Given the reactants C(OC([NH:8][CH:9]1[CH2:14][CH2:13][N:12]([C:15]2[N:16]([CH2:39][C:40]([OH:42])=[O:41])[C:17](=[O:38])[C:18]([C:30]3[CH:35]=[CH:34][C:33]([O:36][CH3:37])=[CH:32][CH:31]=3)=[C:19]([C:21]3[CH:26]=[CH:25][C:24]([C:27]#[N:28])=[C:23]([F:29])[CH:22]=3)[N:20]=2)[CH2:11][CH2:10]1)=O)(C)(C)C.Cl, predict the reaction product. The product is: [NH2:8][CH:9]1[CH2:14][CH2:13][N:12]([C:15]2[N:16]([CH2:39][C:40]([OH:42])=[O:41])[C:17](=[O:38])[C:18]([C:30]3[CH:35]=[CH:34][C:33]([O:36][CH3:37])=[CH:32][CH:31]=3)=[C:19]([C:21]3[CH:26]=[CH:25][C:24]([C:27]#[N:28])=[C:23]([F:29])[CH:22]=3)[N:20]=2)[CH2:11][CH2:10]1. (5) Given the reactants CC1(C)[C:9]2[NH:8][C:7]([CH2:10][CH2:11][CH3:12])=[N:6][C:5]=2[CH2:4][O:3]1.[OH-:14].[Na+].[CH3:16][C:17]([CH3:19])=[O:18], predict the reaction product. The product is: [OH:18][C:17]([C:9]1[N:8]=[C:7]([CH2:10][CH2:11][CH3:12])[NH:6][C:5]=1[C:4]([OH:14])=[O:3])([CH3:19])[CH3:16]. (6) Given the reactants C[O:2][C:3](=[O:22])[C:4]([N:6]1[C:11]2[CH:12]=[CH:13][CH:14]=[C:15]([CH:16]([CH3:18])[CH3:17])[C:10]=2[O:9][CH:8]([CH:19]([CH3:21])[CH3:20])[CH2:7]1)=[O:5].[OH-].[Na+], predict the reaction product. The product is: [CH:19]([CH:8]1[CH2:7][N:6]([C:4](=[O:5])[C:3]([OH:22])=[O:2])[C:11]2[CH:12]=[CH:13][CH:14]=[C:15]([CH:16]([CH3:18])[CH3:17])[C:10]=2[O:9]1)([CH3:21])[CH3:20].